Predict the reactants needed to synthesize the given product. From a dataset of Full USPTO retrosynthesis dataset with 1.9M reactions from patents (1976-2016). (1) Given the product [Cl:1][C:2]1[CH:3]=[C:4]([C:21]2[CH:22]=[N:23][N:24]([CH2:26][C:27]3[CH:32]=[CH:31][CH:30]=[CH:29][N:28]=3)[CH:25]=2)[CH:5]=[C:6]2[C:10]=1[C:9](=[O:11])[N:8]([CH2:12][CH2:13][CH2:14][C:15]1[CH:16]=[CH:17][CH:18]=[CH:19][CH:20]=1)[CH2:7]2, predict the reactants needed to synthesize it. The reactants are: [Cl:1][C:2]1[CH:3]=[C:4]([C:21]2[CH:22]=[N:23][N:24]([CH2:26][C:27]3[CH:32]=[CH:31][CH:30]=[CH:29][N:28]=3)[CH:25]=2)[CH:5]=[C:6]2[C:10]=1[C:9](=[O:11])[N:8]([CH2:12][C:13]#[C:14][C:15]1[CH:20]=[CH:19][CH:18]=[CH:17][CH:16]=1)[CH2:7]2. (2) Given the product [CH2:11]([NH:14][C:6](=[O:8])[C:5]1[CH:4]=[CH:3][C:2]([Br:1])=[CH:10][CH:9]=1)[CH2:12][CH3:13], predict the reactants needed to synthesize it. The reactants are: [Br:1][C:2]1[CH:10]=[CH:9][C:5]([C:6]([OH:8])=O)=[CH:4][CH:3]=1.[CH2:11]([NH2:14])[CH2:12][CH3:13]. (3) Given the product [CH3:2][O:3][C:4](=[O:22])[C:5]([OH:6])=[CH:7][C:8](=[O:9])[N:10]([CH2:13][C:14]1[CH:19]=[CH:18][C:17]([F:20])=[C:16]([CH3:21])[CH:15]=1)[O:11][CH3:12], predict the reactants needed to synthesize it. The reactants are: C[C:2]1(C)[O:6][C:5](=[CH:7][C:8]([N:10]([CH2:13][C:14]2[CH:19]=[CH:18][C:17]([F:20])=[C:16]([CH3:21])[CH:15]=2)[O:11][CH3:12])=[O:9])[C:4](=[O:22])[O:3]1. (4) Given the product [N:3]1[CH:4]=[CH:5][CH:6]=[CH:7][C:2]=1[C:13]([C:14]([O:16][CH2:17][CH3:18])=[O:15])=[O:19], predict the reactants needed to synthesize it. The reactants are: Br[C:2]1[CH:7]=[CH:6][CH:5]=[CH:4][N:3]=1.C([Li])CCC.[C:13](OCC)(=[O:19])[C:14]([O:16][CH2:17][CH3:18])=[O:15]. (5) The reactants are: [NH2:1][C:2]1[CH:6]=[CH:5][S:4][C:3]=1[C:7]([O:9][CH3:10])=[O:8].N1C=CC=CC=1.[F:17][C:18]1[CH:23]=[CH:22][C:21]([S:24](Cl)(=[O:26])=[O:25])=[CH:20][CH:19]=1. Given the product [F:17][C:18]1[CH:23]=[CH:22][C:21]([S:24]([NH:1][C:2]2[CH:6]=[CH:5][S:4][C:3]=2[C:7]([O:9][CH3:10])=[O:8])(=[O:26])=[O:25])=[CH:20][CH:19]=1, predict the reactants needed to synthesize it. (6) Given the product [Si:41]([O:40][C:39]1[CH:48]=[C:49]([CH3:50])[C:36]([C:5]2[CH:4]=[CH:3][C:2]([F:1])=[C:10]3[C:6]=2[CH2:7][CH2:8][C@H:9]3[O:11][C:12]2[CH:25]=[CH:24][C:15]3[C@H:16]([CH2:19][C:20]([O:22][CH3:23])=[O:21])[CH2:17][O:18][C:14]=3[CH:13]=2)=[C:37]([CH3:51])[CH:38]=1)([C:44]([CH3:47])([CH3:46])[CH3:45])([CH3:43])[CH3:42], predict the reactants needed to synthesize it. The reactants are: [F:1][C:2]1[CH:3]=[CH:4][C:5](B2OC(C)(C)C(C)(C)O2)=[C:6]2[C:10]=1[C@H:9]([O:11][C:12]1[CH:25]=[CH:24][C:15]3[C@H:16]([CH2:19][C:20]([O:22][CH3:23])=[O:21])[CH2:17][O:18][C:14]=3[CH:13]=1)[CH2:8][CH2:7]2.Br[C:36]1[C:49]([CH3:50])=[CH:48][C:39]([O:40][Si:41]([C:44]([CH3:47])([CH3:46])[CH3:45])([CH3:43])[CH3:42])=[CH:38][C:37]=1[CH3:51]. (7) Given the product [C:1]1([S:7]([NH:10][C:11]2[S:12][C:13]([C:25]3[CH:26]=[CH:27][O:23][CH:24]=3)=[C:14]([CH3:21])[C:15]=2[C:16]([O:18][CH2:19][CH3:20])=[O:17])(=[O:9])=[O:8])[CH:6]=[CH:5][CH:4]=[CH:3][CH:2]=1, predict the reactants needed to synthesize it. The reactants are: [C:1]1([S:7]([NH:10][C:11]2[S:12][C:13](Br)=[C:14]([CH3:21])[C:15]=2[C:16]([O:18][CH2:19][CH3:20])=[O:17])(=[O:9])=[O:8])[CH:6]=[CH:5][CH:4]=[CH:3][CH:2]=1.[O:23]1[CH:27]=[CH:26][C:25](B(O)O)=[CH:24]1.C(=O)([O-])[O-].[K+].[K+]. (8) Given the product [F:1][C:2]1[CH:7]=[CH:6][C:5](/[CH:8]=[CH:9]/[C:10]([OH:12])=[O:11])=[CH:4][C:3]=1[NH:15][C:16]([C:18]1[C:27]2[C:22](=[CH:23][CH:24]=[CH:25][CH:26]=2)[CH:21]=[C:20]([C:28]2[CH:33]=[CH:32][CH:31]=[CH:30][C:29]=2[CH2:34][OH:35])[CH:19]=1)=[O:17], predict the reactants needed to synthesize it. The reactants are: [F:1][C:2]1[CH:7]=[CH:6][C:5](/[CH:8]=[CH:9]/[C:10]([O:12]CC)=[O:11])=[CH:4][C:3]=1[NH:15][C:16]([C:18]1[C:27]2[C:22](=[CH:23][CH:24]=[CH:25][CH:26]=2)[CH:21]=[C:20]([C:28]2[CH:33]=[CH:32][CH:31]=[CH:30][C:29]=2[CH2:34][OH:35])[CH:19]=1)=[O:17].O[Li].O. (9) The reactants are: [OH-].[Na+].C(O)C.[CH3:6][N:7]1[C:11]2[CH:12]=[CH:13][CH:14]=[C:15]([C:16]3[CH:17]=[C:18]([CH:24]=[CH:25][CH:26]=3)[C:19]([O:21]CC)=[O:20])[C:10]=2[N:9]=[C:8]1[NH:27][C:28]1[CH:33]=[CH:32][CH:31]=[C:30]([C:34]([F:37])([F:36])[F:35])[CH:29]=1. Given the product [CH3:6][N:7]1[C:11]2[CH:12]=[CH:13][CH:14]=[C:15]([C:16]3[CH:17]=[C:18]([CH:24]=[CH:25][CH:26]=3)[C:19]([OH:21])=[O:20])[C:10]=2[N:9]=[C:8]1[NH:27][C:28]1[CH:33]=[CH:32][CH:31]=[C:30]([C:34]([F:36])([F:35])[F:37])[CH:29]=1, predict the reactants needed to synthesize it. (10) Given the product [N:1]([CH2:4][CH2:5][CH2:6][CH2:7][CH2:8][CH2:9][CH2:10][C:11]([Cl:17])=[O:13])=[N+:2]=[N-:3], predict the reactants needed to synthesize it. The reactants are: [N:1]([CH2:4][CH2:5][CH2:6][CH2:7][CH2:8][CH2:9][CH2:10][C:11]([OH:13])=O)=[N+:2]=[N-:3].C(Cl)(=O)C([Cl:17])=O.